From a dataset of NCI-60 drug combinations with 297,098 pairs across 59 cell lines. Regression. Given two drug SMILES strings and cell line genomic features, predict the synergy score measuring deviation from expected non-interaction effect. Drug 1: CC1C(C(=O)NC(C(=O)N2CCCC2C(=O)N(CC(=O)N(C(C(=O)O1)C(C)C)C)C)C(C)C)NC(=O)C3=C4C(=C(C=C3)C)OC5=C(C(=O)C(=C(C5=N4)C(=O)NC6C(OC(=O)C(N(C(=O)CN(C(=O)C7CCCN7C(=O)C(NC6=O)C(C)C)C)C)C(C)C)C)N)C. Drug 2: COCCOC1=C(C=C2C(=C1)C(=NC=N2)NC3=CC=CC(=C3)C#C)OCCOC.Cl. Cell line: TK-10. Synergy scores: CSS=40.3, Synergy_ZIP=-6.74, Synergy_Bliss=0.293, Synergy_Loewe=1.23, Synergy_HSA=1.65.